From a dataset of Reaction yield outcomes from USPTO patents with 853,638 reactions. Predict the reaction yield, written as a fraction of the theoretical maximum amount of product (1.0 means a 100% yield; for example, 0.34 means a 34% yield). (1) The reactants are [CH3:1][C:2]1[O:8][CH:7]=[CH:6][C:4](=[O:5])[C:3]=1[OH:9].C([O-])([O-])=O.[K+].[K+].Br[CH2:17][C:18]1[CH:23]=[CH:22][C:21]([B:24]2[O:32][C:29]([CH3:31])([CH3:30])[C:26]([CH3:28])([CH3:27])[O:25]2)=[CH:20][CH:19]=1. The catalyst is C(#N)C. The product is [CH3:1][C:2]1[O:8][CH:7]=[CH:6][C:4](=[O:5])[C:3]=1[O:9][CH2:17][C:18]1[CH:19]=[CH:20][C:21]([B:24]2[O:25][C:26]([CH3:28])([CH3:27])[C:29]([CH3:31])([CH3:30])[O:32]2)=[CH:22][CH:23]=1. The yield is 0.760. (2) The reactants are C(OC([N:8]1[CH2:13][CH2:12][CH2:11][CH:10]([C:14](=[O:26])[NH:15][CH:16]2[CH:23]3[CH2:24][CH:19]4[CH2:20][CH:21]([CH2:25][CH:17]2[CH2:18]4)[CH2:22]3)[CH2:9]1)=O)(C)(C)C.FC(F)(F)C(O)=O. The catalyst is ClCCl. The product is [CH:23]12[CH2:24][CH:19]3[CH2:20][CH:21]([CH2:25][CH:17]([CH2:18]3)[CH:16]1[NH:15][C:14]([CH:10]1[CH2:11][CH2:12][CH2:13][NH:8][CH2:9]1)=[O:26])[CH2:22]2. The yield is 0.920. (3) The reactants are [CH2:1]([N:8]([CH2:25][CH:26]([CH3:28])[CH3:27])[C:9]1[CH:18]=[C:17]2[C:12]([CH:13]=[C:14]([C:20]([O:22]CC)=[O:21])[C:15](=[O:19])[O:16]2)=[CH:11][CH:10]=1)[C:2]1[CH:7]=[CH:6][CH:5]=[CH:4][CH:3]=1.[OH-].[Na+].S(=O)(=O)(O)[O-].[Na+]. The catalyst is C(O)C. The product is [CH2:1]([N:8]([CH2:25][CH:26]([CH3:28])[CH3:27])[C:9]1[CH:18]=[C:17]2[C:12]([CH:13]=[C:14]([C:20]([OH:22])=[O:21])[C:15](=[O:19])[O:16]2)=[CH:11][CH:10]=1)[C:2]1[CH:3]=[CH:4][CH:5]=[CH:6][CH:7]=1. The yield is 0.170. (4) The reactants are [NH:1]1[C:9]2[C:4](=[CH:5][CH:6]=[CH:7][CH:8]=2)[CH2:3][C@H:2]1[CH2:10][OH:11].C(N(CC)CC)C.[CH3:19][O:20][C:21]1[CH:26]=[C:25]([CH3:27])[C:24]([S:28](Cl)(=[O:30])=[O:29])=[C:23]([CH3:32])[CH:22]=1. The catalyst is ClCCl. The product is [CH3:19][O:20][C:21]1[CH:22]=[C:23]([CH3:32])[C:24]([S:28]([N:1]2[C:9]3[C:4](=[CH:5][CH:6]=[CH:7][CH:8]=3)[CH2:3][C@H:2]2[CH2:10][OH:11])(=[O:29])=[O:30])=[C:25]([CH3:27])[CH:26]=1. The yield is 0.720. (5) The yield is 0.350. The reactants are [CH:1]([N:14]1[C:22]2[C:17](=[CH:18][CH:19]=[C:20]([Cl:23])[CH:21]=2)[CH:16]=[C:15]1[CH2:24][CH2:25][NH:26][S:27]([CH2:30][C:31]1[CH:36]=[CH:35][CH:34]=[CH:33][CH:32]=1)(=[O:29])=[O:28])([C:8]1[CH:13]=[CH:12][CH:11]=[CH:10][CH:9]=1)[C:2]1[CH:7]=[CH:6][CH:5]=[CH:4][CH:3]=1.[CH3:37][O:38][C:39](=[O:50])[C:40]1[CH:45]=[CH:44][C:43]([O:46][CH2:47][CH:48]=O)=[CH:42][CH:41]=1.C([SiH](CC)CC)C.C(O)(C(F)(F)F)=O. The catalyst is C(Cl)Cl. The product is [CH3:37][O:38][C:39](=[O:50])[C:40]1[CH:45]=[CH:44][C:43]([O:46][CH2:47][CH2:48][C:16]2[C:17]3[C:22](=[CH:21][C:20]([Cl:23])=[CH:19][CH:18]=3)[N:14]([CH:1]([C:2]3[CH:7]=[CH:6][CH:5]=[CH:4][CH:3]=3)[C:8]3[CH:9]=[CH:10][CH:11]=[CH:12][CH:13]=3)[C:15]=2[CH2:24][CH2:25][NH:26][S:27]([CH2:30][C:31]2[CH:36]=[CH:35][CH:34]=[CH:33][CH:32]=2)(=[O:29])=[O:28])=[CH:42][CH:41]=1.